From a dataset of Catalyst prediction with 721,799 reactions and 888 catalyst types from USPTO. Predict which catalyst facilitates the given reaction. Reactant: [CH3:1][S:2][C:3]1[N:4]=[CH:5][C:6]2[C:15](=[O:16])[N:14]([C:17]3[CH:18]=[C:19]([C:23]4[N:27]=[C:26]([C:28]([O:30]C)=O)[O:25][N:24]=4)[CH:20]=[CH:21][CH:22]=3)[CH2:13][C@H:12]3[N:8]([CH2:9][CH2:10][CH2:11]3)[C:7]=2[N:32]=1.[NH3:33].CO. Product: [CH3:1][S:2][C:3]1[N:4]=[CH:5][C:6]2[C:15](=[O:16])[N:14]([C:17]3[CH:18]=[C:19]([C:23]4[N:27]=[C:26]([C:28]([NH2:33])=[O:30])[O:25][N:24]=4)[CH:20]=[CH:21][CH:22]=3)[CH2:13][C@H:12]3[N:8]([CH2:9][CH2:10][CH2:11]3)[C:7]=2[N:32]=1. The catalyst class is: 5.